This data is from Forward reaction prediction with 1.9M reactions from USPTO patents (1976-2016). The task is: Predict the product of the given reaction. (1) Given the reactants [F:1][C:2]1[CH:7]=[CH:6][C:5]([CH:8]2[CH2:13][CH:12]([C:14]([O:16][CH3:17])=[O:15])[CH2:11][CH2:10][NH:9]2)=[CH:4][CH:3]=1.CCN(C(C)C)C(C)C.Cl[C:28]([O:30][CH3:31])=[O:29], predict the reaction product. The product is: [F:1][C:2]1[CH:7]=[CH:6][C:5]([CH:8]2[CH2:13][CH:12]([C:14]([O:16][CH3:17])=[O:15])[CH2:11][CH2:10][N:9]2[C:28]([O:30][CH3:31])=[O:29])=[CH:4][CH:3]=1. (2) Given the reactants I[C:2]1[C:10]2[C:9]([O:11][C@H:12]([CH2:18][C:19]3[CH:24]=[CH:23][CH:22]=[CH:21][C:20]=3[O:25][CH3:26])[C:13]([O:15][CH2:16][CH3:17])=[O:14])=[N:8][CH:7]=[N:6][C:5]=2[S:4][C:3]=1[C:27]#[C:28][CH3:29].[Cl:30][C:31]1[C:36]([CH3:37])=[C:35](B2OC(C)(C)C(C)(C)O2)[CH:34]=[C:33]([CH3:47])[C:32]=1[OH:48].C([O-])([O-])=O.[Cs+].[Cs+].Cl, predict the reaction product. The product is: [Cl:30][C:31]1[C:36]([CH3:37])=[C:35]([C:2]2[C:10]3[C:9]([O:11][C@H:12]([CH2:18][C:19]4[CH:24]=[CH:23][CH:22]=[CH:21][C:20]=4[O:25][CH3:26])[C:13]([O:15][CH2:16][CH3:17])=[O:14])=[N:8][CH:7]=[N:6][C:5]=3[S:4][C:3]=2[C:27]#[C:28][CH3:29])[CH:34]=[C:33]([CH3:47])[C:32]=1[OH:48].